From a dataset of NCI-60 drug combinations with 297,098 pairs across 59 cell lines. Regression. Given two drug SMILES strings and cell line genomic features, predict the synergy score measuring deviation from expected non-interaction effect. (1) Drug 1: CS(=O)(=O)C1=CC(=C(C=C1)C(=O)NC2=CC(=C(C=C2)Cl)C3=CC=CC=N3)Cl. Drug 2: C1=NNC2=C1C(=O)NC=N2. Cell line: SK-MEL-2. Synergy scores: CSS=-1.62, Synergy_ZIP=4.40, Synergy_Bliss=8.40, Synergy_Loewe=1.92, Synergy_HSA=2.65. (2) Drug 1: C1=NC(=NC(=O)N1C2C(C(C(O2)CO)O)O)N. Drug 2: C1=NNC2=C1C(=O)NC=N2. Cell line: MDA-MB-435. Synergy scores: CSS=35.2, Synergy_ZIP=1.90, Synergy_Bliss=3.39, Synergy_Loewe=-14.0, Synergy_HSA=2.59. (3) Drug 1: C1=CN(C(=O)N=C1N)C2C(C(C(O2)CO)O)O.Cl. Drug 2: C(CCl)NC(=O)N(CCCl)N=O. Cell line: UO-31. Synergy scores: CSS=27.6, Synergy_ZIP=-4.83, Synergy_Bliss=5.38, Synergy_Loewe=-42.1, Synergy_HSA=3.49. (4) Drug 1: C1=CC=C(C(=C1)C(C2=CC=C(C=C2)Cl)C(Cl)Cl)Cl. Drug 2: COC1=C2C(=CC3=C1OC=C3)C=CC(=O)O2. Cell line: HCT-15. Synergy scores: CSS=6.90, Synergy_ZIP=-1.15, Synergy_Bliss=1.90, Synergy_Loewe=0.0417, Synergy_HSA=-0.179. (5) Drug 1: COC1=C(C=C2C(=C1)N=CN=C2NC3=CC(=C(C=C3)F)Cl)OCCCN4CCOCC4. Drug 2: CC1=C(C(=O)C2=C(C1=O)N3CC4C(C3(C2COC(=O)N)OC)N4)N. Cell line: SN12C. Synergy scores: CSS=45.3, Synergy_ZIP=1.90, Synergy_Bliss=5.52, Synergy_Loewe=5.84, Synergy_HSA=9.07. (6) Drug 2: C(CCl)NC(=O)N(CCCl)N=O. Drug 1: CN(C)C1=NC(=NC(=N1)N(C)C)N(C)C. Cell line: SNB-19. Synergy scores: CSS=1.58, Synergy_ZIP=0.796, Synergy_Bliss=5.96, Synergy_Loewe=2.32, Synergy_HSA=2.66.